From a dataset of NCI-60 drug combinations with 297,098 pairs across 59 cell lines. Regression. Given two drug SMILES strings and cell line genomic features, predict the synergy score measuring deviation from expected non-interaction effect. (1) Drug 1: CCC1=CC2CC(C3=C(CN(C2)C1)C4=CC=CC=C4N3)(C5=C(C=C6C(=C5)C78CCN9C7C(C=CC9)(C(C(C8N6C)(C(=O)OC)O)OC(=O)C)CC)OC)C(=O)OC.C(C(C(=O)O)O)(C(=O)O)O. Drug 2: C1C(C(OC1N2C=NC(=NC2=O)N)CO)O. Cell line: RXF 393. Synergy scores: CSS=17.2, Synergy_ZIP=-11.6, Synergy_Bliss=-4.57, Synergy_Loewe=-1.05, Synergy_HSA=-0.0253. (2) Drug 1: C1CN1P(=S)(N2CC2)N3CC3. Drug 2: C1=NC2=C(N=C(N=C2N1C3C(C(C(O3)CO)O)F)Cl)N. Cell line: SF-268. Synergy scores: CSS=3.69, Synergy_ZIP=-3.29, Synergy_Bliss=-1.02, Synergy_Loewe=-5.43, Synergy_HSA=-3.34. (3) Drug 1: CS(=O)(=O)CCNCC1=CC=C(O1)C2=CC3=C(C=C2)N=CN=C3NC4=CC(=C(C=C4)OCC5=CC(=CC=C5)F)Cl. Drug 2: CC(C)NC(=O)C1=CC=C(C=C1)CNNC.Cl. Cell line: UACC-257. Synergy scores: CSS=-3.48, Synergy_ZIP=3.01, Synergy_Bliss=1.78, Synergy_Loewe=-3.60, Synergy_HSA=-3.07. (4) Drug 1: CC1=CC=C(C=C1)C2=CC(=NN2C3=CC=C(C=C3)S(=O)(=O)N)C(F)(F)F. Drug 2: C1=NC2=C(N=C(N=C2N1C3C(C(C(O3)CO)O)F)Cl)N. Cell line: MCF7. Synergy scores: CSS=-3.69, Synergy_ZIP=0.681, Synergy_Bliss=-1.49, Synergy_Loewe=-3.57, Synergy_HSA=-2.80.